The task is: Predict the reaction yield, written as a fraction of the theoretical maximum amount of product (1.0 means a 100% yield; for example, 0.34 means a 34% yield).. This data is from Reaction yield outcomes from USPTO patents with 853,638 reactions. (1) The reactants are [NH2:1][C:2]1[CH:3]=[C:4]([N:8]2[C:17]3[CH:16]=[CH:15][C:14]4[CH2:18][CH2:19][CH2:20][CH2:21][C:13]=4[C:12]=3[NH:11][C:10](=[O:22])[C:9]2=[O:23])[CH:5]=[CH:6][CH:7]=1.[C:24]1([S:30](Cl)(=[O:32])=[O:31])[CH:29]=[CH:28][CH:27]=[CH:26][CH:25]=1. No catalyst specified. The product is [O:22]=[C:10]1[NH:11][C:12]2[C:13]3[CH2:21][CH2:20][CH2:19][CH2:18][C:14]=3[CH:15]=[CH:16][C:17]=2[N:8]([C:4]2[CH:3]=[C:2]([NH:1][S:30]([C:24]3[CH:29]=[CH:28][CH:27]=[CH:26][CH:25]=3)(=[O:32])=[O:31])[CH:7]=[CH:6][CH:5]=2)[C:9]1=[O:23]. The yield is 0.540. (2) The catalyst is CCO. The yield is 0.200. The reactants are [N+]([O-])(O)=O.OS(O)(=O)=O.[CH3:10][C:11]1C=C(C=CC=1)C(O)=O.CC1C([N+]([O-])=O)=C(C([N+]([O-])=O)=CC=1)C(O)=O.[CH3:36][C:37]1[C:38]([N+:49]([O-:51])=[O:50])=[CH:39][C:40]([N+:46]([O-:48])=[O:47])=[C:41]([CH:45]=1)[C:42]([OH:44])=[O:43].O=S(Cl)Cl. The product is [CH2:10]([O:43][C:42](=[O:44])[C:41]1[CH:45]=[C:37]([CH3:36])[C:38]([N+:49]([O-:51])=[O:50])=[CH:39][C:40]=1[N+:46]([O-:48])=[O:47])[CH3:11]. (3) The reactants are [CH3:1][C:2]1[C:7]([CH3:8])=[CH:6][CH:5]=[CH:4][C:3]=1[N:9]1[CH2:14][CH2:13][N:12]([CH2:15][CH2:16][NH2:17])[CH2:11][CH2:10]1.[CH3:18][C:19]1[N:23]([C:24]2[CH:29]=[CH:28][CH:27]=[CH:26][CH:25]=2)[N:22]=[C:21]([CH:30]=O)[CH:20]=1. No catalyst specified. The product is [CH3:1][C:2]1[C:7]([CH3:8])=[CH:6][CH:5]=[CH:4][C:3]=1[N:9]1[CH2:10][CH2:11][N:12]([CH2:15][CH2:16][NH:17][CH2:30][C:21]2[CH:20]=[C:19]([CH3:18])[N:23]([C:24]3[CH:29]=[CH:28][CH:27]=[CH:26][CH:25]=3)[N:22]=2)[CH2:13][CH2:14]1. The yield is 0.856. (4) The reactants are Br[C:2]1[CH:11]=[CH:10][C:5]([C:6]([O:8][CH3:9])=[O:7])=[C:4]([CH2:12][CH3:13])[CH:3]=1.[CH3:14][N:15](C=O)C. The catalyst is [C-]#N.[C-]#N.[Zn+2].C1C=CC([P]([Pd]([P](C2C=CC=CC=2)(C2C=CC=CC=2)C2C=CC=CC=2)([P](C2C=CC=CC=2)(C2C=CC=CC=2)C2C=CC=CC=2)[P](C2C=CC=CC=2)(C2C=CC=CC=2)C2C=CC=CC=2)(C2C=CC=CC=2)C2C=CC=CC=2)=CC=1. The product is [C:14]([C:2]1[CH:11]=[CH:10][C:5]([C:6]([O:8][CH3:9])=[O:7])=[C:4]([CH2:12][CH3:13])[CH:3]=1)#[N:15]. The yield is 0.400. (5) The reactants are [NH:1]1[CH:6]=[CH:5][CH2:4][CH2:3][CH2:2]1.[PH:7](=[O:14])([O:11][CH2:12][CH3:13])[O:8][CH2:9][CH3:10].C(=O)([O-])N.[O-]S(C(F)(F)F)(=O)=O. No catalyst specified. The product is [NH:1]1[CH:2]=[CH:3][CH2:4][CH2:5][CH2:6]1.[PH:7](=[O:14])([O:11][CH2:12][C:13]1[CH:6]=[CH:5][CH:4]=[CH:3][CH:2]=1)[O:8][CH2:9][C:10]1[CH:6]=[CH:5][CH:4]=[CH:3][CH:2]=1. The yield is 0.590. (6) The reactants are [F:1][C:2]1[C:7]([C:8]([F:11])([F:10])[F:9])=[CH:6][CH:5]=[CH:4][C:3]=1[C:12]1[N:13]=[C:14]([CH2:17][N:18]2[CH:22]=[C:21]([C:23]([O:25]CC)=[O:24])[CH:20]=[N:19]2)[S:15][CH:16]=1.[OH-].[Na+].O. The catalyst is C(O)C.O1CCCC1. The product is [F:1][C:2]1[C:7]([C:8]([F:9])([F:10])[F:11])=[CH:6][CH:5]=[CH:4][C:3]=1[C:12]1[N:13]=[C:14]([CH2:17][N:18]2[CH:22]=[C:21]([C:23]([OH:25])=[O:24])[CH:20]=[N:19]2)[S:15][CH:16]=1. The yield is 0.840.